From a dataset of Peptide-MHC class II binding affinity with 134,281 pairs from IEDB. Regression. Given a peptide amino acid sequence and an MHC pseudo amino acid sequence, predict their binding affinity value. This is MHC class II binding data. (1) The peptide sequence is LQLHVDKAVSGLRSL. The MHC is DRB5_0101 with pseudo-sequence DRB5_0101. The binding affinity (normalized) is 0.600. (2) The peptide sequence is EEYVEIRQVGDFH. The MHC is DRB1_0401 with pseudo-sequence DRB1_0401. The binding affinity (normalized) is 0. (3) The peptide sequence is EGRKVAIKGPLRISA. The MHC is DRB3_0101 with pseudo-sequence DRB3_0101. The binding affinity (normalized) is 0. (4) The peptide sequence is KECPFSNRVWNSFQI. The MHC is DRB1_0802 with pseudo-sequence DRB1_0802. The binding affinity (normalized) is 0.151. (5) The peptide sequence is ELLDQSDVKEPGVSR. The MHC is DRB3_0101 with pseudo-sequence DRB3_0101. The binding affinity (normalized) is 0.